From a dataset of Peptide-MHC class I binding affinity with 185,985 pairs from IEDB/IMGT. Regression. Given a peptide amino acid sequence and an MHC pseudo amino acid sequence, predict their binding affinity value. This is MHC class I binding data. (1) The peptide sequence is ERYLKDQQL. The MHC is HLA-B40:02 with pseudo-sequence HLA-B40:02. The binding affinity (normalized) is 0. (2) The peptide sequence is MVYEFPTL. The MHC is H-2-Db with pseudo-sequence H-2-Db. The binding affinity (normalized) is 0.391.